Predict which catalyst facilitates the given reaction. From a dataset of Catalyst prediction with 721,799 reactions and 888 catalyst types from USPTO. (1) Reactant: [Cl:1][C:2]1[CH:7]=[CH:6][CH:5]=[C:4]([NH:8][C:9]2[CH:14]=[CH:13][C:12]([O:15][CH3:16])=[CH:11][CH:10]=2)[C:3]=1[NH2:17].O=[C:19]([C:25](OCC)=[O:26])[C:20]([O:22][CH2:23][CH3:24])=[O:21]. Product: [Cl:1][C:2]1[CH:7]=[CH:6][CH:5]=[C:4]2[C:3]=1[N:17]=[C:19]([C:20]([O:22][CH2:23][CH3:24])=[O:21])[C:25](=[O:26])[N:8]2[C:9]1[CH:14]=[CH:13][C:12]([O:15][CH3:16])=[CH:11][CH:10]=1. The catalyst class is: 11. (2) Reactant: [Br:1][C:2]1[C:3]([C:13]#[N:14])=[C:4]([CH3:12])[C:5]([OH:11])=[C:6]([CH:10]=1)[C:7]([OH:9])=[O:8].[C:15](Cl)(=O)C(Cl)=O.CN(C=O)C. Product: [Br:1][C:2]1[C:3]([C:13]#[N:14])=[C:4]([CH3:12])[C:5]([OH:11])=[C:6]([CH:10]=1)[C:7]([O:9][CH3:15])=[O:8]. The catalyst class is: 4. (3) Reactant: [CH3:1][CH:2]1[NH:7][C:6]2[CH:8]=[CH:9][CH:10]=[CH:11][C:5]=2[O:4][CH2:3]1.[Cl:12][C:13]1[CH:14]=[C:15]([CH:19]=[C:20]([Cl:23])[C:21]=1[OH:22])[C:16](Cl)=[O:17].O. Product: [Cl:12][C:13]1[CH:14]=[C:15]([C:16]([N:7]2[C:6]3[CH:8]=[CH:9][CH:10]=[CH:11][C:5]=3[O:4][CH2:3][CH:2]2[CH3:1])=[O:17])[CH:19]=[C:20]([Cl:23])[C:21]=1[OH:22]. The catalyst class is: 13. (4) Reactant: [C:1]([O:5][C:6](=[O:37])[NH:7][CH2:8][C@H:9]([C:30]1[CH:35]=[CH:34][CH:33]=[C:32]([NH2:36])[CH:31]=1)[NH:10][C:11]([C:13]1[S:29][C:16]2=[N:17][C:18]3[C:23]([CH:24]=[C:15]2[CH:14]=1)=[CH:22][C:21]([C:25]([CH3:28])([CH3:27])[CH3:26])=[CH:20][CH:19]=3)=[O:12])([CH3:4])([CH3:3])[CH3:2].CCN(CC)CC.[CH3:45][C:46]1[O:50][N:49]=[C:48]([C:51](Cl)=[O:52])[CH:47]=1. Product: [C:1]([O:5][C:6](=[O:37])[NH:7][CH2:8][C@@H:9]([NH:10][C:11]([C:13]1[S:29][C:16]2=[N:17][C:18]3[C:23]([CH:24]=[C:15]2[CH:14]=1)=[CH:22][C:21]([C:25]([CH3:28])([CH3:27])[CH3:26])=[CH:20][CH:19]=3)=[O:12])[C:30]1[CH:35]=[CH:34][CH:33]=[C:32]([NH:36][C:51]([C:48]2[CH:47]=[C:46]([CH3:45])[O:50][N:49]=2)=[O:52])[CH:31]=1)([CH3:2])([CH3:3])[CH3:4]. The catalyst class is: 61. (5) The catalyst class is: 7. Product: [OH:12][CH2:11][C@@H:7]1[O:6][C@H:5]([CH2:4][O:3][CH3:2])[CH2:10][N:9]([C:19]([O:21][C:22]([CH3:25])([CH3:24])[CH3:23])=[O:20])[CH2:8]1. Reactant: Cl.[CH3:2][O:3][CH2:4][C@@H:5]1[CH2:10][NH:9][CH2:8][C@H:7]([CH2:11][OH:12])[O:6]1.O.C(=O)([O-])O.[Na+].[C:19](O[C:19]([O:21][C:22]([CH3:25])([CH3:24])[CH3:23])=[O:20])([O:21][C:22]([CH3:25])([CH3:24])[CH3:23])=[O:20].